This data is from Full USPTO retrosynthesis dataset with 1.9M reactions from patents (1976-2016). The task is: Predict the reactants needed to synthesize the given product. Given the product [Cl:1][C:2]1[CH:11]=[C:10]([S:12][CH3:13])[CH:9]=[CH:8][C:3]=1[C:4]([NH:6][N:7]1[CH:14]=[C:15]([C@@H:16]([CH3:17])[CH2:19][CH2:20][CH3:21])[CH:23]=[C:24]1[CH3:25])=[O:5], predict the reactants needed to synthesize it. The reactants are: [Cl:1][C:2]1[CH:11]=[C:10]([S:12][CH3:13])[CH:9]=[CH:8][C:3]=1[C:4]([NH:6][NH2:7])=[O:5].[CH3:14][C@@H:15]([CH2:23][CH2:24][CH3:25])[CH:16]([CH2:19][C:20](=O)[CH3:21])[CH:17]=O.Cl.C(=O)(O)[O-].[Na+].